This data is from Forward reaction prediction with 1.9M reactions from USPTO patents (1976-2016). The task is: Predict the product of the given reaction. (1) The product is: [F:34][C:18]1[CH:19]=[C:20]([N:23]2[CH2:27][C@H:26]([CH2:28][NH:29][C:30](=[O:32])[CH3:31])[O:25][C:24]2=[O:33])[CH:21]=[CH:22][C:17]=1[C:9]1([F:5])[CH:14]=[CH:13][S:12](=[O:16])(=[O:15])[CH2:11][CH2:10]1. Given the reactants CN(S(F)(F)[F:5])C.O[C:9]1([C:17]2[CH:22]=[CH:21][C:20]([N:23]3[CH2:27][C@H:26]([CH2:28][NH:29][C:30](=[O:32])[CH3:31])[O:25][C:24]3=[O:33])=[CH:19][C:18]=2[F:34])[CH:14]=[CH:13][S:12](=[O:16])(=[O:15])[CH2:11][CH2:10]1, predict the reaction product. (2) Given the reactants Br[C:2]1[CH:3]=[C:4]2[N:10]=[CH:9][N:8]([CH2:11][C:12]3[CH:28]=[CH:27][C:15]4[N:16]=[C:17]([NH:19][C@@H:20]5[CH2:25][CH2:24][CH2:23][CH2:22][C@H:21]5[OH:26])[S:18][C:14]=4[CH:13]=3)[C:5]2=[N:6][CH:7]=1.[N:29]1([CH2:35][B-](F)(F)F)[CH2:34][CH2:33][O:32][CH2:31][CH2:30]1.[K+].C1(P(C2CCCCC2)C2C=CC=CC=2C2C(C(C)C)=CC(C(C)C)=CC=2C(C)C)CCCCC1.C([O-])([O-])=O.[Cs+].[Cs+], predict the reaction product. The product is: [O:32]1[CH2:33][CH2:34][N:29]([CH2:35][C:2]2[CH:3]=[C:4]3[N:10]=[CH:9][N:8]([CH2:11][C:12]4[CH:28]=[CH:27][C:15]5[N:16]=[C:17]([NH:19][C@@H:20]6[CH2:25][CH2:24][CH2:23][CH2:22][C@H:21]6[OH:26])[S:18][C:14]=5[CH:13]=4)[C:5]3=[N:6][CH:7]=2)[CH2:30][CH2:31]1. (3) Given the reactants [F:1][C:2]1[CH:7]=[C:6](B2OC(C)(C)C(C)(C)O2)[CH:5]=[CH:4][C:3]=1[C:17]1[N:18]=[C:19]2[CH:25]=[CH:24][NH:23][C:20]2=[N:21][CH:22]=1.Br[C:27]1[CH:32]=[CH:31][CH:30]=[CH:29][C:28]=1[S:33]([NH:36][CH:37]([CH3:42])[C:38]([F:41])([F:40])[F:39])(=[O:35])=[O:34].C(Cl)Cl.C([O-])(O)=O.[Na+], predict the reaction product. The product is: [F:1][C:2]1[CH:7]=[C:6]([C:27]2[C:28]([S:33]([NH:36][CH:37]([CH3:42])[C:38]([F:39])([F:40])[F:41])(=[O:34])=[O:35])=[CH:29][CH:30]=[CH:31][CH:32]=2)[CH:5]=[CH:4][C:3]=1[C:17]1[N:18]=[C:19]2[CH:25]=[CH:24][NH:23][C:20]2=[N:21][CH:22]=1. (4) Given the reactants Cl.[C:2]1(=[O:12])[C:6]2([CH2:11][CH2:10][CH2:9][NH:8][CH2:7]2)[CH2:5][CH2:4][NH:3]1.C(N(CC)CC)C.[CH3:20][C:21]1[CH:26]=[C:25]([CH3:27])[CH:24]=[CH:23][C:22]=1[S:28](Cl)(=[O:30])=[O:29], predict the reaction product. The product is: [CH3:20][C:21]1[CH:26]=[C:25]([CH3:27])[CH:24]=[CH:23][C:22]=1[S:28]([N:8]1[CH2:9][CH2:10][CH2:11][C:6]2([C:2](=[O:12])[NH:3][CH2:4][CH2:5]2)[CH2:7]1)(=[O:29])=[O:30]. (5) Given the reactants [C:1]1([C:13]([NH:15][CH2:16][CH2:17][CH2:18][CH2:19][CH2:20][CH2:21][C:22]([OH:24])=O)=[O:14])[C:11]2=[C:12]3[C:7](=[CH:8][CH:9]=[CH:10]2)[CH2:6][CH2:5][CH2:4][N:3]3[CH:2]=1.Cl.[CH3:26][NH:27][O:28][CH3:29], predict the reaction product. The product is: [CH3:29][O:28][N:27]([CH3:26])[C:22](=[O:24])[CH2:21][CH2:20][CH2:19][CH2:18][CH2:17][CH2:16][NH:15][C:13]([C:1]1[C:11]2=[C:12]3[C:7](=[CH:8][CH:9]=[CH:10]2)[CH2:6][CH2:5][CH2:4][N:3]3[CH:2]=1)=[O:14].